From a dataset of Forward reaction prediction with 1.9M reactions from USPTO patents (1976-2016). Predict the product of the given reaction. (1) Given the reactants [C:1]1([C:25]2[CH:30]=[CH:29][CH:28]=[CH:27][CH:26]=2)[CH:6]=[CH:5][C:4]([CH2:7][C@@H:8]([NH:17][C:18](OC(C)(C)C)=[O:19])[CH2:9][C@:10]([CH2:15][OH:16])([CH3:14])[C:11]([OH:13])=[O:12])=[CH:3][CH:2]=1.CCN=C=NC[CH2:37][CH2:38][N:39]([CH3:41])[CH3:40].C1C=C[C:45]2[N:50](O)[N:49]=[N:48][C:46]=2C=1.N1(CCO)C[CH2:56][O:55][CH2:54]C1.N1C=C(C(O)=O)N=N1.CN(C(ON1N=NC2C=CC=NC1=2)=[N+](C)C)C.F[P-](F)(F)(F)(F)F.CCN(C(C)C)C(C)C, predict the reaction product. The product is: [N:39]1([CH2:38][CH2:37][O:13][C:11](=[O:12])[C@@:10]([CH2:15][OH:16])([CH3:14])[CH2:9][C@H:8]([NH:17][C:18]([C:46]2[NH:48][N:49]=[N:50][CH:45]=2)=[O:19])[CH2:7][C:4]2[CH:3]=[CH:2][C:1]([C:25]3[CH:30]=[CH:29][CH:28]=[CH:27][CH:26]=3)=[CH:6][CH:5]=2)[CH2:40][CH2:56][O:55][CH2:54][CH2:41]1. (2) Given the reactants [C:1]12(CN)[CH2:10][CH:5]3[CH2:6][CH:7]([CH2:9][CH:3]([CH2:4]3)[CH2:2]1)[CH2:8]2.CCN(C(C)C)C(C)C.C(Cl)CCl.O, predict the reaction product. The product is: [CH:1]12[CH2:10][CH:5]3[CH2:6][CH:7]([CH2:9][CH:3]([CH2:4]3)[CH2:2]1)[CH2:8]2. (3) The product is: [C:62]([O:61][CH2:60][C@@H:43]1[C@@H:44]([O:56][C:57](=[O:59])[CH3:58])[C@H:45]([O:52][C:53](=[O:55])[CH3:54])[C@@:46]([O:48][C:49](=[O:51])[CH3:50])([CH3:47])[C@@H:41]([O:40][C:37]2[CH:38]=[CH:39][C:34]([CH:33]3[CH2:69][CH:32]3[C:29]3[CH:30]=[CH:31][C:26]([O:25][C@@H:8]4[C@:9]([O:21][C:22](=[O:24])[CH3:23])([CH3:20])[C@@H:10]([O:16][C:17](=[O:19])[CH3:18])[C@H:11]([O:12][C:13](=[O:15])[CH3:14])[C@@H:6]([CH2:5][O:4][C:1](=[O:3])[CH3:2])[O:7]4)=[C:27]([CH3:66])[CH:28]=3)=[CH:35][C:36]=2[CH3:65])[O:42]1)(=[O:64])[CH3:63]. Given the reactants [C:1]([O:4][CH2:5][C@@H:6]1[C@@H:11]([O:12][C:13](=[O:15])[CH3:14])[C@H:10]([O:16][C:17](=[O:19])[CH3:18])[C@@:9]([O:21][C:22](=[O:24])[CH3:23])([CH3:20])[C@@H:8]([O:25][C:26]2[CH:31]=[CH:30][C:29](/[CH:32]=[CH:33]/[C:34]3[CH:39]=[CH:38][C:37]([O:40][C@@H:41]4[C@:46]([O:48][C:49](=[O:51])[CH3:50])([CH3:47])[C@@H:45]([O:52][C:53](=[O:55])[CH3:54])[C@H:44]([O:56][C:57](=[O:59])[CH3:58])[C@@H:43]([CH2:60][O:61][C:62](=[O:64])[CH3:63])[O:42]4)=[C:36]([CH3:65])[CH:35]=3)=[CH:28][C:27]=2[CH3:66])[O:7]1)(=[O:3])[CH3:2].[N+](=[CH2:69])=[N-], predict the reaction product. (4) The product is: [N:1]1[C:10]2[C:5](=[CH:6][CH:7]=[CH:8][C:9]=2[O:11][CH2:13][C:14]([O:16][CH2:17][CH3:18])=[O:15])[CH:4]=[CH:3][CH:2]=1. Given the reactants [N:1]1[C:10]2[C:5](=[CH:6][CH:7]=[CH:8][C:9]=2[OH:11])[CH:4]=[CH:3][CH:2]=1.Br[CH2:13][C:14]([O:16][CH2:17][CH3:18])=[O:15].C([O-])([O-])=O.[K+].[K+], predict the reaction product. (5) Given the reactants Br[C:2]1[CH:10]=[CH:9][CH:8]=[C:7]2[C:3]=1[CH2:4][CH2:5][N:6]2[C:11]1[C:20]2[C:15](=[CH:16][C:17]([O:23][CH3:24])=[C:18]([O:21][CH3:22])[CH:19]=2)[N:14]=[CH:13][N:12]=1.[NH:25]1[CH2:30][CH2:29][O:28][CH2:27][CH2:26]1.CC(C)([O-])C.[Na+], predict the reaction product. The product is: [CH3:22][O:21][C:18]1[CH:19]=[C:20]2[C:15](=[CH:16][C:17]=1[O:23][CH3:24])[N:14]=[CH:13][N:12]=[C:11]2[N:6]1[C:7]2[C:3](=[C:2]([N:25]3[CH2:30][CH2:29][O:28][CH2:27][CH2:26]3)[CH:10]=[CH:9][CH:8]=2)[CH2:4][CH2:5]1. (6) Given the reactants [Cl:1][C:2]1[CH:7]=[CH:6][N:5]=[C:4]([NH2:8])[CH:3]=1.[CH2:9]([N:11]=[C:12]=[O:13])[CH3:10], predict the reaction product. The product is: [Cl:1][C:2]1[CH:7]=[CH:6][N:5]=[C:4]([NH:8][C:12]([NH:11][CH2:9][CH3:10])=[O:13])[CH:3]=1. (7) Given the reactants [CH3:1][O:2][C:3]1[C:8]([C:9]([OH:11])=O)=[CH:7][C:6]([C:12]([NH2:14])=[O:13])=[CH:5][CH:4]=1.[F:15][C:16]([F:26])([F:25])[O:17][C:18]1[CH:24]=[CH:23][CH:22]=[CH:21][C:19]=1[NH2:20], predict the reaction product. The product is: [CH3:1][O:2][C:3]1[CH:4]=[CH:5][C:6]([C:12]([NH2:14])=[O:13])=[CH:7][C:8]=1[C:9]([NH:20][C:19]1[CH:21]=[CH:22][CH:23]=[CH:24][C:18]=1[O:17][C:16]([F:15])([F:25])[F:26])=[O:11]. (8) Given the reactants C(P1(=O)OP(CCC)(=O)OP(CCC)(=O)O1)CC.CCOC(C)=O.[C:25]([O:29][C:30]([NH:32][C:33]1[C:42]2[C:37](=[CH:38][CH:39]=[CH:40][CH:41]=2)[C:36]([O:43][C:44]2[CH:49]=[CH:48][N:47]=[C:46]([NH:50][C:51]3[CH:52]=[C:53]([CH:57]=[C:58]([C:60]#[CH:61])[CH:59]=3)[C:54]([OH:56])=O)[N:45]=2)=[CH:35][CH:34]=1)=[O:31])([CH3:28])([CH3:27])[CH3:26].[CH3:62][O:63][CH2:64][CH2:65][O:66][CH2:67][CH2:68][O:69][CH2:70][CH2:71][NH2:72], predict the reaction product. The product is: [C:60]([C:58]1[CH:59]=[C:51]([NH:50][C:46]2[N:45]=[C:44]([O:43][C:36]3[C:37]4[C:42](=[CH:41][CH:40]=[CH:39][CH:38]=4)[C:33]([NH:32][C:30](=[O:31])[O:29][C:25]([CH3:26])([CH3:28])[CH3:27])=[CH:34][CH:35]=3)[CH:49]=[CH:48][N:47]=2)[CH:52]=[C:53]([C:54](=[O:56])[NH:72][CH2:71][CH2:70][O:69][CH2:68][CH2:67][O:66][CH2:65][CH2:64][O:63][CH3:62])[CH:57]=1)#[CH:61]. (9) Given the reactants [C:1]([C:4]1[CH:5]=[C:6]([NH:10][C:11](=[O:22])[CH2:12][C:13]2[CH:18]=[CH:17][C:16]([OH:19])=[C:15]([O:20][CH3:21])[CH:14]=2)[CH:7]=[CH:8][CH:9]=1)([OH:3])=O.F[C:24]1[C:29](O)=[C:28](F)[C:27](F)=[C:26](F)[C:25]=1F.Cl.C([N:38]=C=NCCCN(C)C)C, predict the reaction product. The product is: [CH:24]1([NH:38][C:1]([C:4]2[CH:5]=[C:6]([NH:10][C:11](=[O:22])[CH2:12][C:13]3[CH:18]=[CH:17][C:16]([OH:19])=[C:15]([O:20][CH3:21])[CH:14]=3)[CH:7]=[CH:8][CH:9]=2)=[O:3])[CH2:29][CH2:28][CH2:27][CH2:26][CH2:25]1. (10) Given the reactants [CH3:1][C:2]1([CH3:17])[C:10]2[C:5](=[CH:6][C:7]([N:11]3[CH2:16][CH2:15][O:14][CH2:13][CH2:12]3)=[CH:8][CH:9]=2)[NH:4][CH2:3]1.Cl[C:19]1[C:28]2[C:23](=[CH:24][CH:25]=[CH:26][C:27]=2[F:29])[N:22]=[C:21]([C:30]2[CH:35]=[CH:34][CH:33]=[CH:32][N:31]=2)[C:20]=1[CH3:36].[H-].[Na+], predict the reaction product. The product is: [CH3:1][C:2]1([CH3:17])[C:10]2[C:5](=[CH:6][C:7]([N:11]3[CH2:16][CH2:15][O:14][CH2:13][CH2:12]3)=[CH:8][CH:9]=2)[N:4]([C:19]2[C:28]3[C:23](=[CH:24][CH:25]=[CH:26][C:27]=3[F:29])[N:22]=[C:21]([C:30]3[CH:35]=[CH:34][CH:33]=[CH:32][N:31]=3)[C:20]=2[CH3:36])[CH2:3]1.